Dataset: Full USPTO retrosynthesis dataset with 1.9M reactions from patents (1976-2016). Task: Predict the reactants needed to synthesize the given product. (1) Given the product [C:9]1(=[O:16])[NH:7][CH2:1][CH2:6][CH2:5][CH2:4][CH2:3][CH2:2][CH2:14][CH2:13][CH2:12][CH2:11][CH2:10]1, predict the reactants needed to synthesize it. The reactants are: [C:1]1(=[N:7]O)[CH2:6][CH2:5][CH2:4][CH2:3][CH2:2]1.[C:9]1(=[O:16])N[CH2:14][CH2:13][CH2:12][CH2:11][CH2:10]1.C1(=NO)CCCCCCCCCCC1. (2) Given the product [Cl:21][C:22]1[CH:23]=[CH:24][C:25]([C:28]2([C:33]3[CH:34]=[C:35]4[C:40](=[CH:41][CH:42]=3)[N:39]=[CH:38][CH:37]=[C:36]4[CH2:43][CH2:45][C:46]3[CH:51]=[CH:50][CH:49]=[CH:48][CH:47]=3)[O:29][CH2:30][CH2:31][O:32]2)=[CH:26][CH:27]=1, predict the reactants needed to synthesize it. The reactants are: [Li]CCCC.CC(NC(C)C)C.CN(C)CCN(C)C.[Cl:21][C:22]1[CH:27]=[CH:26][C:25]([C:28]2([C:33]3[CH:34]=[C:35]4[C:40](=[CH:41][CH:42]=3)[N:39]=[CH:38][CH:37]=[C:36]4[CH3:43])[O:32][CH2:31][CH2:30][O:29]2)=[CH:24][CH:23]=1.Cl[CH2:45][C:46]1[CH:51]=[CH:50][CH:49]=[CH:48][CH:47]=1. (3) Given the product [NH2:26][C:27]1[CH:35]=[CH:34][C:30]([C:31]([N:20]2[CH2:21][CH2:22][CH:17]([N:15]3[C:14](=[O:23])[C:13]([CH3:25])([CH3:24])[C:12]([C:6]4[CH:7]=[CH:8][C:9]([O:10][CH3:11])=[C:4]([O:3][CH3:2])[CH:5]=4)=[N:16]3)[CH2:18][CH2:19]2)=[O:32])=[CH:29][C:28]=1[C:36]([F:37])([F:38])[F:39], predict the reactants needed to synthesize it. The reactants are: Cl.[CH3:2][O:3][C:4]1[CH:5]=[C:6]([C:12]2[C:13]([CH3:25])([CH3:24])[C:14](=[O:23])[N:15]([CH:17]3[CH2:22][CH2:21][NH:20][CH2:19][CH2:18]3)[N:16]=2)[CH:7]=[CH:8][C:9]=1[O:10][CH3:11].[NH2:26][C:27]1[CH:35]=[CH:34][C:30]([C:31](O)=[O:32])=[CH:29][C:28]=1[C:36]([F:39])([F:38])[F:37]. (4) Given the product [C:13]1([S:9]([C:3]2[CH:4]=[C:5]([Cl:8])[CH:6]=[CH:7][C:2]=2[Cl:1])(=[O:11])=[O:10])[CH:18]=[CH:17][CH:16]=[CH:15][CH:14]=1, predict the reactants needed to synthesize it. The reactants are: [Cl:1][C:2]1[CH:7]=[CH:6][C:5]([Cl:8])=[CH:4][C:3]=1[S:9](Cl)(=[O:11])=[O:10].[CH:13]1[CH:18]=[CH:17][CH:16]=[CH:15][CH:14]=1.[Cl-].[Al+3].[Cl-].[Cl-].Cl. (5) Given the product [Cl:14][C:15]1[C:22]([CH3:23])=[C:21]([CH:2]([C:3]([O:5][CH2:6][CH3:7])=[O:4])[C:1]([O:9][CH2:10][CH3:11])=[O:8])[CH:20]=[CH:19][C:16]=1[C:17]#[N:18], predict the reactants needed to synthesize it. The reactants are: [C:1]([O:9][CH2:10][CH3:11])(=[O:8])[CH2:2][C:3]([O:5][CH2:6][CH3:7])=[O:4].[H-].[Na+].[Cl:14][C:15]1[C:22]([CH3:23])=[C:21](I)[CH:20]=[CH:19][C:16]=1[C:17]#[N:18]. (6) Given the product [F:20][C:21]([F:31])([F:32])[O:22][C:23]1[CH:30]=[CH:29][C:26]([CH2:27][NH:28][C:2]2[N:7]=[N:6][C:5]([O:8][C:9]3[CH:10]=[C:11]4[C:16](=[CH:17][CH:18]=3)[NH:15][C:14](=[O:19])[CH:13]=[CH:12]4)=[CH:4][CH:3]=2)=[CH:25][CH:24]=1, predict the reactants needed to synthesize it. The reactants are: Cl[C:2]1[N:7]=[N:6][C:5]([O:8][C:9]2[CH:10]=[C:11]3[C:16](=[CH:17][CH:18]=2)[NH:15][C:14](=[O:19])[CH:13]=[CH:12]3)=[CH:4][CH:3]=1.[F:20][C:21]([F:32])([F:31])[O:22][C:23]1[CH:30]=[CH:29][C:26]([CH2:27][NH2:28])=[CH:25][CH:24]=1.CC(C)([O-])C.[Na+]. (7) Given the product [NH2:1][C:2]1[CH:3]=[C:4]([C:13]2[CH:22]=[CH:21][C:16]([C:17]([O:19][CH3:20])=[O:18])=[CH:15][C:14]=2[CH3:23])[CH:5]=[CH:6][C:7]=1[Cl:8], predict the reactants needed to synthesize it. The reactants are: [NH2:1][C:2]1[CH:3]=[C:4](B(O)O)[CH:5]=[CH:6][C:7]=1[Cl:8].Br[C:13]1[CH:22]=[CH:21][C:16]([C:17]([O:19][CH3:20])=[O:18])=[CH:15][C:14]=1[CH3:23].C(=O)([O-])[O-].[K+].[K+]. (8) Given the product [F:1][C:2]1[CH:10]=[CH:9][C:8]([O:11][CH3:12])=[CH:7][C:3]=1[C:4]([Cl:15])=[O:5], predict the reactants needed to synthesize it. The reactants are: [F:1][C:2]1[CH:10]=[CH:9][C:8]([O:11][CH3:12])=[CH:7][C:3]=1[C:4](O)=[O:5].S(Cl)([Cl:15])=O. (9) Given the product [NH2:10][C@H:11]([C:17]([OH:19])=[O:18])[CH2:12][CH2:13][CH2:14][CH2:15][NH2:16], predict the reactants needed to synthesize it. The reactants are: P([O-])([O-])([O-])=O.[Na+].[Na+].[Na+].Cl.[NH2:10][C@H:11]([C:17]([OH:19])=[O:18])[CH2:12][CH2:13][CH2:14][CH2:15][NH2:16].CC1N=CC(COP(O)(O)=O)=C(C=O)C=1O.Cl. (10) Given the product [F:21][C:22]1[CH:27]=[CH:26][C:25]([O:1][CH2:2][C@H:3]2[CH2:20][N:7]3[CH2:8][CH2:9][N:10]([C:12]4[CH:17]=[CH:16][C:15]([F:18])=[CH:14][C:13]=4[NH2:19])[CH2:11][C@@H:6]3[CH2:5][CH2:4]2)=[CH:24][CH:23]=1, predict the reactants needed to synthesize it. The reactants are: [OH:1][CH2:2][C@H:3]1[CH2:20][N:7]2[CH2:8][CH2:9][N:10]([C:12]3[CH:17]=[CH:16][C:15]([F:18])=[CH:14][C:13]=3[NH2:19])[CH2:11][C@@H:6]2[CH2:5][CH2:4]1.[F:21][C:22]1[CH:27]=[CH:26][C:25](O)=[CH:24][CH:23]=1.C1(P(C2C=CC=CC=2)C2C=CC=CC=2)C=CC=CC=1.N(C(OCC)=O)=NC(OCC)=O.